Predict the reaction yield, written as a fraction of the theoretical maximum amount of product (1.0 means a 100% yield; for example, 0.34 means a 34% yield). From a dataset of Reaction yield outcomes from USPTO patents with 853,638 reactions. (1) The reactants are [Cl:1][C:2]1[CH:10]=[C:9]2[C:5]([C:6]([C:20](=[O:25])C(F)(F)F)=[CH:7][N:8]2[CH2:11][C:12]2[CH:17]=[C:16]([F:18])[CH:15]=[C:14]([F:19])[CH:13]=2)=[CH:4][CH:3]=1.[H-].[Na+].[OH2:28]. The catalyst is CN(C=O)C.COC(C)(C)C. The product is [Cl:1][C:2]1[CH:10]=[C:9]2[C:5]([C:6]([C:20]([OH:25])=[O:28])=[CH:7][N:8]2[CH2:11][C:12]2[CH:17]=[C:16]([F:18])[CH:15]=[C:14]([F:19])[CH:13]=2)=[CH:4][CH:3]=1. The yield is 0.950. (2) The reactants are [CH3:1][CH2:2][CH2:3][CH2:4][NH:5][C:6]1[CH:7]=[C:8]([C:23]([OH:25])=[O:24])[CH:9]=[C:10]([S:19]([NH2:22])(=[O:21])=[O:20])[C:11]=1[O:12][C:13]1[CH:14]=[CH:15][CH:16]=[CH:17][CH:18]=1.[CH2:26]([N:28]([CH2:31]C)[CH2:29]C)[CH3:27].[I-].[Na+].CN(C)C=[O:38]. No catalyst specified. The product is [NH2:22][S:19]([C:10]1[CH:9]=[C:8]([CH:7]=[C:6]([NH:5][CH2:4][CH2:3][CH2:2][CH3:1])[C:11]=1[O:12][C:13]1[CH:18]=[CH:17][CH:16]=[CH:15][CH:14]=1)[C:23]([O:25][CH2:27][C:26]([N:28]([CH3:31])[CH3:29])=[O:38])=[O:24])(=[O:21])=[O:20]. The yield is 0.600. (3) The reactants are [Br:1][C:2]1[CH:7]=[CH:6][CH:5]=[CH:4][C:3]=1[S:8][C:9]1[CH:16]=[CH:15][C:12]([CH:13]=[O:14])=[CH:11][CH:10]=1.[BH4-].[Na+]. The catalyst is C(O)C. The product is [Br:1][C:2]1[CH:7]=[CH:6][CH:5]=[CH:4][C:3]=1[S:8][C:9]1[CH:16]=[CH:15][C:12]([CH2:13][OH:14])=[CH:11][CH:10]=1. The yield is 0.990. (4) The reactants are N([C@:4]12[CH2:39][CH2:38][C@@H:37]([C:40]([CH3:42])=[CH2:41])[C@@H:5]1[C@@H:6]1[C@@:19]([CH3:22])([CH2:20][CH2:21]2)[C@@:18]2([CH3:23])[C@@H:9]([C@:10]3([CH3:36])[C@@H:15]([CH2:16][CH2:17]2)[C:14]([CH3:25])([CH3:24])[C:13]([C:26]2[CH:35]=[CH:34][C:29]([C:30]([O:32][CH3:33])=[O:31])=[CH:28][CH:27]=2)=[CH:12][CH2:11]3)[CH2:8][CH2:7]1)=C=O.[NH2:43][CH2:44][C:45]1([NH:48][C:49](=[O:55])[O:50][C:51]([CH3:54])([CH3:53])[CH3:52])[CH2:47][CH2:46]1. The catalyst is C1COCC1. The product is [C:51]([O:50][C:49]([NH:48][C:45]1([CH2:44][NH:43][C@:4]23[CH2:39][CH2:38][C@@H:37]([C:40]([CH3:42])=[CH2:41])[C@@H:5]2[C@@H:6]2[C@@:19]([CH3:22])([CH2:20][CH2:21]3)[C@@:18]3([CH3:23])[C@@H:9]([C@:10]4([CH3:36])[C@@H:15]([CH2:16][CH2:17]3)[C:14]([CH3:25])([CH3:24])[C:13]([C:26]3[CH:27]=[CH:28][C:29]([C:30]([O:32][CH3:33])=[O:31])=[CH:34][CH:35]=3)=[CH:12][CH2:11]4)[CH2:8][CH2:7]2)[CH2:46][CH2:47]1)=[O:55])([CH3:52])([CH3:54])[CH3:53]. The yield is 0.580. (5) The catalyst is C(Cl)(Cl)Cl.C(N(CC)CC)C. The product is [Cl:1][C:2]1[CH:8]=[C:7]([O:9][C:10]2[C:19]3[C:14](=[CH:15][C:16]([O:22][CH3:23])=[C:17]([O:20][CH3:21])[CH:18]=3)[N:13]=[CH:12][N:11]=2)[CH:6]=[CH:5][C:3]=1[NH:4][C:28](=[O:34])[N:39]([CH2:40][CH2:41][CH3:42])[CH2:36][CH2:37][CH3:38]. The yield is 0.350. The reactants are [Cl:1][C:2]1[CH:8]=[C:7]([O:9][C:10]2[C:19]3[C:14](=[CH:15][C:16]([O:22][CH3:23])=[C:17]([O:20][CH3:21])[CH:18]=3)[N:13]=[CH:12][N:11]=2)[CH:6]=[CH:5][C:3]=1[NH2:4].ClC(Cl)(O[C:28](=[O:34])OC(Cl)(Cl)Cl)Cl.[CH2:36]([NH:39][CH2:40][CH2:41][CH3:42])[CH2:37][CH3:38].CO. (6) The reactants are Cl[C:2]1[CH:31]=[CH:30][CH:29]=[CH:28][C:3]=1[C:4]([NH:6][C:7]1[CH:12]=[CH:11][C:10]([C:13]2[S:17][C:16]([CH2:18][CH2:19][NH:20][S:21]([C:24]([F:27])([F:26])[F:25])(=[O:23])=[O:22])=[N:15][CH:14]=2)=[CH:9][CH:8]=1)=[O:5].NC1C=CC(C2SC(CCNS(C(F)(F)F)(=O)=O)=NC=2)=CC=1.C(Cl)(=O)C1C=CC=CC=1. No catalyst specified. The product is [F:27][C:24]([F:25])([F:26])[S:21]([NH:20][CH2:19][CH2:18][C:16]1[S:17][C:13]([C:10]2[CH:9]=[CH:8][C:7]([NH:6][C:4](=[O:5])[C:3]3[CH:2]=[CH:31][CH:30]=[CH:29][CH:28]=3)=[CH:12][CH:11]=2)=[CH:14][N:15]=1)(=[O:23])=[O:22]. The yield is 0.280.